From a dataset of Full USPTO retrosynthesis dataset with 1.9M reactions from patents (1976-2016). Predict the reactants needed to synthesize the given product. (1) Given the product [Cl:18][C:19]1[CH:20]=[C:21]([CH:28]=[CH:29][C:30]=1[N:31]1[CH2:32][CH2:33][N:34]([CH2:2][C:3]2[CH:12]=[N:11][C:10]3[N:9]4[CH2:13][CH2:14][CH2:15][CH2:16][C@H:8]4[C:7](=[O:17])[NH:6][C:5]=3[CH:4]=2)[CH2:35][CH2:36]1)[C:22]([NH:24][CH:25]1[CH2:27][CH2:26]1)=[O:23], predict the reactants needed to synthesize it. The reactants are: O[CH2:2][C:3]1[CH:12]=[N:11][C:10]2[N:9]3[CH2:13][CH2:14][CH2:15][CH2:16][C@H:8]3[C:7](=[O:17])[NH:6][C:5]=2[CH:4]=1.[Cl:18][C:19]1[CH:20]=[C:21]([CH:28]=[CH:29][C:30]=1[N:31]1[CH2:36][CH2:35][NH:34][CH2:33][CH2:32]1)[C:22]([NH:24][CH:25]1[CH2:27][CH2:26]1)=[O:23].[I-].C(C[P+](C)(C)C)#N.C(N(CC)C(C)C)(C)C. (2) Given the product [C:7]1([CH3:33])[CH:12]=[C:11]([CH3:13])[CH:10]=[C:9]([CH3:14])[C:8]=1[N:15]1[C:28]2[CH:27]=[CH:26][C:25]([CH:29]=[CH:55][C:52]3[CH:51]=[CH:50][C:49]([C:46]4[CH:45]=[CH:44][C:43]([CH:42]=[CH:1][C:2]5[CH:5]=[CH:27][C:28]6[N:15]([C:8]7[C:7]([CH3:33])=[CH:12][C:11]([CH3:13])=[CH:10][C:9]=7[CH3:14])[C:16]7[C:21]([S:22](=[O:32])(=[O:31])[C:23]=6[CH:3]=5)=[CH:20][CH:19]=[CH:18][CH:17]=7)=[CH:48][CH:47]=4)=[CH:54][CH:53]=3)=[CH:24][C:23]=2[S:22](=[O:32])(=[O:31])[C:21]2[C:16]1=[CH:17][CH:18]=[CH:19][CH:20]=2, predict the reactants needed to synthesize it. The reactants are: [CH3:1][C:2]([CH3:5])([O-])[CH3:3].[K+].[C:7]1([CH3:33])[CH:12]=[C:11]([CH3:13])[CH:10]=[C:9]([CH3:14])[C:8]=1[N:15]1[C:28]2[CH:27]=[CH:26][C:25]([CH:29]=O)=[CH:24][C:23]=2[S:22](=[O:32])(=[O:31])[C:21]2[C:16]1=[CH:17][CH:18]=[CH:19][CH:20]=2.C(OP([CH2:42][C:43]1[CH:48]=[CH:47][C:46]([C:49]2[CH:54]=[CH:53][C:52]([CH2:55]P(OCC)(OCC)=O)=[CH:51][CH:50]=2)=[CH:45][CH:44]=1)(=O)OCC)C. (3) Given the product [CH2:1]([C:5]12[CH2:17][CH:16]([I:32])[C:15](=[O:18])[C:14]([CH3:19])=[C:13]1[C:12]1[C:7](=[CH:8][C:9]([O:20][CH2:21][O:22][CH3:23])=[CH:10][CH:11]=1)[CH2:6]2)[CH2:2][CH2:3][CH3:4], predict the reactants needed to synthesize it. The reactants are: [CH2:1]([C:5]12[CH2:17][CH2:16][C:15](=[O:18])[C:14]([CH3:19])=[C:13]1[C:12]1[C:7](=[CH:8][C:9]([O:20][CH2:21][O:22][CH3:23])=[CH:10][CH:11]=1)[CH2:6]2)[CH2:2][CH2:3][CH3:4].[Li+].CC([N-]C(C)C)C.[I:32]I. (4) Given the product [Cl:1][C:2]1[CH:3]=[C:4]2[C:8](=[CH:9][CH:10]=1)[N:7]([CH2:11][C:12]1[CH:17]=[CH:16][CH:15]=[CH:14][CH:13]=1)[CH:6]=[CH:5]2, predict the reactants needed to synthesize it. The reactants are: [Cl:1][C:2]1[CH:3]=[C:4]2[C:8](=[CH:9][CH:10]=1)[NH:7][CH:6]=[CH:5]2.[CH2:11](Br)[C:12]1[CH:17]=[CH:16][CH:15]=[CH:14][CH:13]=1.[OH-].[K+]. (5) Given the product [Cl:28][C:29]1[CH:34]=[CH:33][C:32]([CH:35]2[N:39]([C:40]([N:42]3[CH2:43][CH2:44][CH:8]([N:12]4[CH2:11][CH2:13][CH2:18][CH2:17]4)[CH2:46][CH2:47]3)=[O:41])[C:38]([C:49]3[CH:54]=[CH:53][C:52]([O:55][CH3:56])=[CH:51][C:50]=3[O:57][CH2:58][CH3:59])=[N:37][CH:36]2[CH2:60][CH:61]([CH3:65])[CH3:62])=[CH:31][CH:30]=1, predict the reactants needed to synthesize it. The reactants are: ClC1C=CC([CH:8]2[NH:12][C:11]([C:13]3[CH:18]=[CH:17]C(OC)=CC=3OCC)=NC2CC(C)C)=CC=1.[Cl:28][C:29]1[CH:34]=[CH:33][C:32]([CH:35]2[N:39]([C:40]([N:42]3[CH2:47][CH2:46]N(C)[CH2:44][CH2:43]3)=[O:41])[C:38]([C:49]3[CH:54]=[CH:53][C:52]([O:55][CH3:56])=[CH:51][C:50]=3[O:57][CH2:58][CH3:59])=[N:37][CH:36]2[CH2:60][CH:61]2[CH2:65]CC[CH2:62]2)=[CH:31][CH:30]=1. (6) Given the product [CH2:1]([O:3][C:4](=[O:41])[CH2:5][CH:6]1[CH2:7][CH2:8][CH:9]([C:12]([N:14]2[C:23]3[C:18](=[CH:19][C:20]([C:24]([F:26])([F:27])[F:25])=[CH:21][CH:22]=3)[C@@H:17]([NH2:28])[CH2:16][C@H:15]2[CH2:39][CH3:40])=[O:13])[CH2:10][CH2:11]1)[CH3:2], predict the reactants needed to synthesize it. The reactants are: [CH2:1]([O:3][C:4](=[O:41])[CH2:5][CH:6]1[CH2:11][CH2:10][CH:9]([C:12]([N:14]2[C:23]3[C:18](=[CH:19][C:20]([C:24]([F:27])([F:26])[F:25])=[CH:21][CH:22]=3)[C@@H:17]([NH:28]C(OCC3C=CC=CC=3)=O)[CH2:16][C@H:15]2[CH2:39][CH3:40])=[O:13])[CH2:8][CH2:7]1)[CH3:2]. (7) Given the product [F:1][C:2]1[CH:3]=[CH:4][C:5]2[O:9][C:8]([C:10]3[C:19]([N:20]([CH:22]([CH3:24])[CH3:23])[CH3:21])=[N:18][C:17]4[C:12](=[CH:13][CH:14]=[C:15]([C:25]([OH:27])=[O:26])[CH:16]=4)[N:11]=3)=[CH:7][C:6]=2[CH:29]=1, predict the reactants needed to synthesize it. The reactants are: [F:1][C:2]1[CH:3]=[CH:4][C:5]2[O:9][C:8]([C:10]3[C:19]([N:20]([CH:22]([CH3:24])[CH3:23])[CH3:21])=[N:18][C:17]4[C:12](=[CH:13][CH:14]=[C:15]([C:25]([O:27]C)=[O:26])[CH:16]=4)[N:11]=3)=[CH:7][C:6]=2[CH:29]=1.[OH-].[Na+].